From a dataset of Forward reaction prediction with 1.9M reactions from USPTO patents (1976-2016). Predict the product of the given reaction. (1) Given the reactants [Cl-].[NH4+:2].C[Al](C)C.[C:7]([C:9]1[C:13]2[CH:14]=[CH:15][C:16]([NH:18][C:19](=[O:21])[CH3:20])=[CH:17][C:12]=2[O:11][N:10]=1)#[N:8].CO, predict the reaction product. The product is: [C:7]([C:9]1[C:13]2[CH:14]=[CH:15][C:16]([NH:18][C:19](=[O:21])[CH3:20])=[CH:17][C:12]=2[O:11][N:10]=1)(=[NH:2])[NH2:8]. (2) Given the reactants [OH-].[Na+].[Br:3][C:4]1[CH:9]=[CH:8][C:7]([OH:10])=[C:6]([F:11])[CH:5]=1.Br[CH2:13][CH2:14][CH2:15][CH3:16], predict the reaction product. The product is: [Br:3][C:4]1[CH:9]=[CH:8][C:7]([O:10][CH2:13][CH2:14][CH2:15][CH3:16])=[C:6]([F:11])[CH:5]=1.